From a dataset of Forward reaction prediction with 1.9M reactions from USPTO patents (1976-2016). Predict the product of the given reaction. (1) Given the reactants [N:1]1([CH2:5][CH2:6][N:7]2[CH:11]=[C:10]([C:12]3[CH:17]=[CH:16][C:15]([F:18])=[C:14]([C:19]([F:22])([F:21])[F:20])[CH:13]=3)[N:9]=[C:8]2[CH:23]2[CH2:28][CH2:27][N:26]([C:29]3[N:34]=[CH:33][N:32]=[C:31]([NH2:35])[C:30]=3[C:36]3[CH:37]=[N:38]N[CH:40]=3)[CH2:25][CH2:24]2)[CH2:4][CH2:3][CH2:2]1.N1C=CC(B(O)O)=[CH:42]1.CC1(C)C(C)(C)OB(C2C=NN(C(OC(C)(C)C)=O)C=2)O1, predict the reaction product. The product is: [N:1]1([CH2:5][CH2:6][N:7]2[CH:11]=[C:10]([C:12]3[CH:17]=[CH:16][C:15]([F:18])=[C:14]([C:19]([F:20])([F:22])[F:21])[CH:13]=3)[N:9]=[C:8]2[CH:23]2[CH2:24][CH2:25][N:26]([C:29]3[N:34]=[CH:33][N:32]=[C:31]([NH2:35])[C:30]=3[C:36]3[CH:40]=[CH:42][NH:38][CH:37]=3)[CH2:27][CH2:28]2)[CH2:4][CH2:3][CH2:2]1. (2) Given the reactants [NH2:1][C:2]1[C:3]2[C:10]([C:11]3[CH:16]=[CH:15][CH:14]=[C:13]([O:17][CH2:18][C:19]4[CH:24]=[CH:23][CH:22]=[CH:21][CH:20]=4)[CH:12]=3)=[CH:9][N:8]([C@@H:25]3[CH2:28][C@H:27]([C:29](O)=[O:30])[CH2:26]3)[C:4]=2[N:5]=[CH:6][N:7]=1.F[B-](F)(F)F.O=[C:38]1C=CC=[CH:40][N:39]1OC(N(C)C)=[N+](C)C.C(N(C(C)C)CC)(C)C.CNC, predict the reaction product. The product is: [CH3:38][N:39]([CH3:40])[C:29]([C@H:27]1[CH2:28][C@@H:25]([N:8]2[C:4]3[N:5]=[CH:6][N:7]=[C:2]([NH2:1])[C:3]=3[C:10]([C:11]3[CH:16]=[CH:15][CH:14]=[C:13]([O:17][CH2:18][C:19]4[CH:20]=[CH:21][CH:22]=[CH:23][CH:24]=4)[CH:12]=3)=[CH:9]2)[CH2:26]1)=[O:30].